This data is from Reaction yield outcomes from USPTO patents with 853,638 reactions. The task is: Predict the reaction yield, written as a fraction of the theoretical maximum amount of product (1.0 means a 100% yield; for example, 0.34 means a 34% yield). (1) The reactants are [NH2:1][C:2](=[O:39])[CH2:3][NH:4][CH2:5][CH2:6][CH2:7][C:8]1[CH:38]=[CH:37][CH:36]=[CH:35][C:9]=1[O:10][C:11]1[C:16]([Cl:17])=[CH:15][C:14]([S:18]([N:21]([C:29]2[N:30]=[CH:31][S:32][CH:33]=2)C(=O)OC(C)(C)C)(=[O:20])=[O:19])=[C:13]([F:34])[CH:12]=1.Cl.CCCCC. The catalyst is ClCCl.C(OCC)(=O)C. The product is [Cl:17][C:16]1[CH:15]=[C:14]([S:18](=[O:20])(=[O:19])[NH:21][C:29]2[N:30]=[CH:31][S:32][CH:33]=2)[C:13]([F:34])=[CH:12][C:11]=1[O:10][C:9]1[CH:35]=[CH:36][CH:37]=[CH:38][C:8]=1[CH2:7][CH2:6][CH2:5][NH:4][CH2:3][C:2]([NH2:1])=[O:39]. The yield is 0.200. (2) The reactants are [Cl:1][C:2]1[CH:7]=[CH:6][C:5]([OH:8])=[CH:4][C:3]=1[C:9]([NH2:11])=[O:10].[CH3:12][C:13]#N. No catalyst specified. The product is [Cl:1][C:2]1[CH:7]=[CH:6][C:5]([O:8][CH2:9][CH2:3][CH2:2][CH2:7][CH2:6][CH2:5][CH2:4][CH2:13][CH3:12])=[CH:4][C:3]=1[C:9]([NH2:11])=[O:10]. The yield is 0.800. (3) The reactants are [BH4-].[Na+].[CH3:3][C:4]1[N:5]=[C:6]2[CH:11]=[CH:10][CH:9]=[CH:8][N:7]2[C:12]=1[CH:13]=[O:14]. The catalyst is CO. The product is [CH3:3][C:4]1[N:5]=[C:6]2[CH:11]=[CH:10][CH:9]=[CH:8][N:7]2[C:12]=1[CH2:13][OH:14]. The yield is 0.590. (4) The reactants are Br[C:2]1[CH:3]=[C:4]([C:10]2([C:21]3[CH:26]=[CH:25][N:24]=[C:23]([C:27]([F:30])([F:29])[F:28])[CH:22]=3)[C:18]3[C:13](=[C:14]([F:19])[CH:15]=[CH:16][CH:17]=3)[C:12]([NH2:20])=[N:11]2)[CH:5]=[CH:6][C:7]=1[O:8][CH3:9].C([Sn](CCCC)(CCCC)[C:36]1[CH:41]=[N:40][CH:39]=[CH:38][N:37]=1)CCC. The catalyst is C1C=CC([P]([Pd]([P](C2C=CC=CC=2)(C2C=CC=CC=2)C2C=CC=CC=2)([P](C2C=CC=CC=2)(C2C=CC=CC=2)C2C=CC=CC=2)[P](C2C=CC=CC=2)(C2C=CC=CC=2)C2C=CC=CC=2)(C2C=CC=CC=2)C2C=CC=CC=2)=CC=1.CN(C=O)C. The product is [F:19][C:14]1[CH:15]=[CH:16][CH:17]=[C:18]2[C:13]=1[C:12]([NH2:20])=[N:11][C:10]2([C:4]1[CH:5]=[CH:6][C:7]([O:8][CH3:9])=[C:2]([C:36]2[CH:41]=[N:40][CH:39]=[CH:38][N:37]=2)[CH:3]=1)[C:21]1[CH:26]=[CH:25][N:24]=[C:23]([C:27]([F:28])([F:29])[F:30])[CH:22]=1. The yield is 0.548. (5) The reactants are [Cl:1][C:2]1[CH:10]=[C:6]([C:7]([OH:9])=O)[C:5]([OH:11])=[CH:4][CH:3]=1.[NH2:12][C:13]1[S:14][CH:15]=[C:16]([C:18]2[CH:23]=[CH:22][C:21]([Cl:24])=[C:20]([Cl:25])[CH:19]=2)[N:17]=1. No catalyst specified. The product is [Cl:1][C:2]1[CH:3]=[CH:4][C:5]([OH:11])=[C:6]([CH:10]=1)[C:7]([NH:12][C:13]1[S:14][CH:15]=[C:16]([C:18]2[CH:23]=[CH:22][C:21]([Cl:24])=[C:20]([Cl:25])[CH:19]=2)[N:17]=1)=[O:9]. The yield is 0.151. (6) The reactants are [C:1]([O:5][C:6]([N:8]([O:30][CH2:31][CH2:32][CH3:33])[C:9]([N:11]([C:23]([O:25][C:26]([CH3:29])([CH3:28])[CH3:27])=[O:24])[NH:12]C(OCC1C=CC=CC=1)=O)=[NH:10])=[O:7])([CH3:4])([CH3:3])[CH3:2]. The catalyst is C(O)C.O1CCCC1.[Pd]. The product is [C:1]([O:5][C:6]([N:8]([O:30][CH2:31][CH2:32][CH3:33])[C:9]([N:11]([C:23]([O:25][C:26]([CH3:29])([CH3:28])[CH3:27])=[O:24])[NH2:12])=[NH:10])=[O:7])([CH3:4])([CH3:3])[CH3:2]. The yield is 0.280. (7) The reactants are C1(P(C2C=CC=CC=2)C2C=CC=CC=2)C=CC=CC=1.N(C(OC(C)C)=O)=NC(OC(C)C)=O.[Br:34][C:35]1[CH:40]=[CH:39][C:38]([C@@H:41]2[CH2:44][C@H:43]([OH:45])[CH2:42]2)=[C:37]([O:46][CH3:47])[CH:36]=1.[N+](C1C=CC(C(O)=O)=CC=1)([O-])=O.[OH-].[Na+]. The catalyst is O1CCCC1. The product is [Br:34][C:35]1[CH:40]=[CH:39][C:38]([C@H:41]2[CH2:42][C@H:43]([OH:45])[CH2:44]2)=[C:37]([O:46][CH3:47])[CH:36]=1. The yield is 0.540.